Dataset: Catalyst prediction with 721,799 reactions and 888 catalyst types from USPTO. Task: Predict which catalyst facilitates the given reaction. Reactant: [Cl:1][C:2]1[CH:7]=[C:6]([C:8]([C:11]2[CH:16]=[C:15]([O:17][C:18]([F:21])([F:20])[F:19])[CH:14]=[C:13]([O:22][CH3:23])[CH:12]=2)([CH3:10])[CH3:9])[CH:5]=[C:4](Cl)[N:3]=1.[N-:25]=[N+]=[N-].[Na+].N1CCC[C@H]1C(O)=O. Product: [Cl:1][C:2]1[N:3]=[C:4]([NH2:25])[CH:5]=[C:6]([C:8]([C:11]2[CH:16]=[C:15]([O:17][C:18]([F:21])([F:19])[F:20])[CH:14]=[C:13]([O:22][CH3:23])[CH:12]=2)([CH3:10])[CH3:9])[CH:7]=1. The catalyst class is: 16.